From a dataset of NCI-60 drug combinations with 297,098 pairs across 59 cell lines. Regression. Given two drug SMILES strings and cell line genomic features, predict the synergy score measuring deviation from expected non-interaction effect. (1) Drug 1: CCCCC(=O)OCC(=O)C1(CC(C2=C(C1)C(=C3C(=C2O)C(=O)C4=C(C3=O)C=CC=C4OC)O)OC5CC(C(C(O5)C)O)NC(=O)C(F)(F)F)O. Drug 2: N.N.Cl[Pt+2]Cl. Cell line: M14. Synergy scores: CSS=51.3, Synergy_ZIP=-2.54, Synergy_Bliss=0.538, Synergy_Loewe=-14.9, Synergy_HSA=-0.474. (2) Drug 1: CC(C1=C(C=CC(=C1Cl)F)Cl)OC2=C(N=CC(=C2)C3=CN(N=C3)C4CCNCC4)N. Drug 2: CCC1(CC2CC(C3=C(CCN(C2)C1)C4=CC=CC=C4N3)(C5=C(C=C6C(=C5)C78CCN9C7C(C=CC9)(C(C(C8N6C=O)(C(=O)OC)O)OC(=O)C)CC)OC)C(=O)OC)O.OS(=O)(=O)O. Cell line: PC-3. Synergy scores: CSS=35.5, Synergy_ZIP=3.17, Synergy_Bliss=7.01, Synergy_Loewe=-2.68, Synergy_HSA=5.98. (3) Drug 1: CC1=C2C(C(=O)C3(C(CC4C(C3C(C(C2(C)C)(CC1OC(=O)C(C(C5=CC=CC=C5)NC(=O)OC(C)(C)C)O)O)OC(=O)C6=CC=CC=C6)(CO4)OC(=O)C)OC)C)OC. Drug 2: CC12CCC(CC1=CCC3C2CCC4(C3CC=C4C5=CN=CC=C5)C)O. Cell line: UACC62. Synergy scores: CSS=45.3, Synergy_ZIP=3.35, Synergy_Bliss=2.70, Synergy_Loewe=-16.2, Synergy_HSA=3.70. (4) Synergy scores: CSS=3.64, Synergy_ZIP=2.86, Synergy_Bliss=10.4, Synergy_Loewe=-4.26, Synergy_HSA=-0.783. Drug 1: C1=CC(=CC=C1C#N)C(C2=CC=C(C=C2)C#N)N3C=NC=N3. Drug 2: CC1=C(C(=CC=C1)Cl)NC(=O)C2=CN=C(S2)NC3=CC(=NC(=N3)C)N4CCN(CC4)CCO. Cell line: RXF 393.